Dataset: Full USPTO retrosynthesis dataset with 1.9M reactions from patents (1976-2016). Task: Predict the reactants needed to synthesize the given product. (1) Given the product [OH:19][C:4]12[CH2:3][CH:2]([CH3:1])[CH2:17][C:16](=[O:18])[CH:15]1[CH2:14][CH2:13][CH2:12][CH2:11][CH2:10][CH2:9][CH2:8][CH2:7][CH2:6][CH2:5]2, predict the reactants needed to synthesize it. The reactants are: [CH3:1][CH:2]1[CH2:17][C:16](=[O:18])[CH2:15][CH2:14][CH2:13][CH2:12][CH2:11][CH2:10][CH2:9][CH2:8][CH2:7][CH2:6][CH2:5][C:4](=[O:19])[CH2:3]1.N(CCCC)(CCCC)CCCC.O.Cl. (2) Given the product [C:1]([C:3]1[CH:8]=[CH:7][C:6]([S:9]([N:14]([CH3:15])[CH3:13])(=[O:11])=[O:10])=[CH:5][CH:4]=1)#[N:2], predict the reactants needed to synthesize it. The reactants are: [C:1]([C:3]1[CH:8]=[CH:7][C:6]([S:9](Cl)(=[O:11])=[O:10])=[CH:5][CH:4]=1)#[N:2].[CH3:13][NH:14][CH3:15].C1COCC1.C(N(CC)CC)C. (3) Given the product [F:1][C:2]1[CH:7]=[C:6]([F:8])[C:5]([F:9])=[CH:4][C:3]=1[CH:10]1[CH2:11][CH2:12][C:13](=[O:14])[CH2:18][CH2:19]1, predict the reactants needed to synthesize it. The reactants are: [F:1][C:2]1[CH:7]=[C:6]([F:8])[C:5]([F:9])=[CH:4][C:3]=1[CH:10]1[CH2:19][CH2:18][C:13]2(OCC[O:14]2)[CH2:12][CH2:11]1.O1CCOCC1.S(=O)(=O)(O)O. (4) Given the product [C:44]([NH:48][C:33]([C:32]1[C:26]2[C:27](=[N:28][CH:29]=[C:24]([C:16]3[C:17]4[C:22](=[CH:21][C:20]([F:23])=[CH:19][CH:18]=4)[N:14]([CH:11]4[CH2:10][CH2:9][N:8]([C:6]([O:5][C:1]([CH3:3])([CH3:2])[CH3:4])=[O:7])[CH2:13][CH2:12]4)[N:15]=3)[N:25]=2)[N:30]([CH2:36][O:37][CH2:38][CH2:39][Si:40]([CH3:43])([CH3:42])[CH3:41])[CH:31]=1)=[O:34])([CH3:47])([CH3:46])[CH3:45], predict the reactants needed to synthesize it. The reactants are: [C:1]([O:5][C:6]([N:8]1[CH2:13][CH2:12][CH:11]([N:14]2[C:22]3[C:17](=[CH:18][CH:19]=[C:20]([F:23])[CH:21]=3)[C:16]([C:24]3[N:25]=[C:26]4[C:32]([C:33](O)=[O:34])=[CH:31][N:30]([CH2:36][O:37][CH2:38][CH2:39][Si:40]([CH3:43])([CH3:42])[CH3:41])[C:27]4=[N:28][CH:29]=3)=[N:15]2)[CH2:10][CH2:9]1)=[O:7])([CH3:4])([CH3:3])[CH3:2].[C:44]([NH2:48])([CH3:47])([CH3:46])[CH3:45].CN(C(ON1N=NC2C=CC=NC1=2)=[N+](C)C)C.F[P-](F)(F)(F)(F)F.O. (5) Given the product [CH:23]1([CH:26]([N:17]2[CH:16]=[C:15]([C:13]3[N:12]4[CH:20]=[CH:21][N:22]=[C:11]4[CH:10]=[C:9]([C:7]4[CH:6]=[N:5][N:4]([CH:1]([CH3:3])[CH3:2])[CH:8]=4)[N:14]=3)[CH:19]=[N:18]2)[CH2:27][C:28]#[N:29])[CH2:25][CH2:24]1, predict the reactants needed to synthesize it. The reactants are: [CH:1]([N:4]1[CH:8]=[C:7]([C:9]2[N:14]=[C:13]([C:15]3[CH:16]=[N:17][NH:18][CH:19]=3)[N:12]3[CH:20]=[CH:21][N:22]=[C:11]3[CH:10]=2)[CH:6]=[N:5]1)([CH3:3])[CH3:2].[CH:23]1([CH:26]=[CH:27][C:28]#[N:29])[CH2:25][CH2:24]1.C(#N)C.C1CCN2C(=NCCC2)CC1. (6) Given the product [C:11]1([C:14]2[CH:19]=[CH:18][CH:17]=[CH:16][CH:15]=2)[CH:12]=[CH:13][C:8]([O:7][C:6]2[CH:20]=[CH:21][C:3]([OH:2])=[CH:4][CH:5]=2)=[CH:9][CH:10]=1, predict the reactants needed to synthesize it. The reactants are: C[O:2][C:3]1[CH:21]=[CH:20][C:6]([O:7][C:8]2[CH:13]=[CH:12][C:11]([C:14]3[CH:19]=[CH:18][CH:17]=[CH:16][CH:15]=3)=[CH:10][CH:9]=2)=[CH:5][CH:4]=1.B(Br)(Br)Br.C(Cl)Cl.O.